This data is from Catalyst prediction with 721,799 reactions and 888 catalyst types from USPTO. The task is: Predict which catalyst facilitates the given reaction. (1) Reactant: C([O:9][CH2:10][C@@H:11]1[C:15]([O:17]C(=O)C)([CH3:16])[C@:14]([F:22])([CH3:21])[CH:13]([N:23]2[CH:31]=[N:30][C:29]3[C:24]2=[N:25][CH:26]=[N:27][C:28]=3[NH:32][CH:33]2[CH2:38][CH2:37][CH2:36][CH2:35][CH2:34]2)[O:12]1)(=O)C1C=CC=CC=1.CO. Product: [CH:33]1([NH:32][C:28]2[N:27]=[CH:26][N:25]=[C:24]3[C:29]=2[N:30]=[CH:31][N:23]3[CH:13]2[O:12][C@H:11]([CH2:10][OH:9])[C:15]([CH3:16])([OH:17])[C@:14]2([F:22])[CH3:21])[CH2:34][CH2:35][CH2:36][CH2:37][CH2:38]1. The catalyst class is: 328. (2) Reactant: [NH:1]1[C:9]2[C:4](=[CH:5][CH:6]=[C:7]([C:10]([OH:12])=[O:11])[CH:8]=2)[CH:3]=[CH:2]1.[CH3:13][Si](C=[N+]=[N-])(C)C. Product: [CH3:13][O:11][C:10]([C:7]1[CH:8]=[C:9]2[C:4]([CH:3]=[CH:2][NH:1]2)=[CH:5][CH:6]=1)=[O:12]. The catalyst class is: 138.